Dataset: Full USPTO retrosynthesis dataset with 1.9M reactions from patents (1976-2016). Task: Predict the reactants needed to synthesize the given product. (1) Given the product [CH2:35]([C:26]1[CH:25]=[C:24]([O:23][C:17]2[CH:18]=[CH:19][CH:20]=[CH:21][CH:22]=2)[CH:29]=[CH:28][C:27]=1[O:30][CH2:31][CH2:32][CH2:33][O:1][C:2]1[CH:11]=[C:10]2[C:5]([CH2:6][CH2:7][CH:8]([C:12]([O:14][CH2:15][CH3:16])=[O:13])[O:9]2)=[CH:4][CH:3]=1)[CH2:36][CH3:37], predict the reactants needed to synthesize it. The reactants are: [OH:1][C:2]1[CH:11]=[C:10]2[C:5]([CH2:6][CH2:7][CH:8]([C:12]([O:14][CH2:15][CH3:16])=[O:13])[O:9]2)=[CH:4][CH:3]=1.[C:17]1([O:23][C:24]2[CH:29]=[CH:28][C:27]([O:30][CH2:31][CH2:32][CH2:33]Br)=[C:26]([CH2:35][CH2:36][CH3:37])[CH:25]=2)[CH:22]=[CH:21][CH:20]=[CH:19][CH:18]=1.C(=O)([O-])[O-].[Cs+].[Cs+].CN(CC1C=C(CN(C)C)C(O)=C(CN(C)C)C=1)C. (2) Given the product [C:1]([C:3]1[CH:4]=[CH:5][C:6]([NH:9][CH2:10][CH2:11][NH:12][C:13]2[N:18]3[N:19]=[C:20]([CH:22]4[CH2:27][CH2:26][N:25]([CH2:28][C:29]([OH:31])=[O:30])[CH2:24][CH2:23]4)[N:21]=[C:17]3[CH:16]=[C:15]([C:34]3[CH:39]=[CH:38][C:37]([Cl:40])=[CH:36][C:35]=3[Cl:41])[N:14]=2)=[N:7][CH:8]=1)#[N:2], predict the reactants needed to synthesize it. The reactants are: [C:1]([C:3]1[CH:4]=[CH:5][C:6]([NH:9][CH2:10][CH2:11][NH:12][C:13]2[N:18]3[N:19]=[C:20]([CH:22]4[CH2:27][CH2:26][N:25]([CH2:28][C:29]([O:31]CC)=[O:30])[CH2:24][CH2:23]4)[N:21]=[C:17]3[CH:16]=[C:15]([C:34]3[CH:39]=[CH:38][C:37]([Cl:40])=[CH:36][C:35]=3[Cl:41])[N:14]=2)=[N:7][CH:8]=1)#[N:2].O.[OH-].[Na+]. (3) Given the product [O:18]=[C:16]1[NH:1][C:2]2[C:9](=[CH:8][CH:7]=[C:4]([C:5]#[N:6])[CH:3]=2)[N:10]2[CH:14]=[CH:13][CH:12]=[C:11]12, predict the reactants needed to synthesize it. The reactants are: [NH2:1][C:2]1[CH:3]=[C:4]([CH:7]=[CH:8][C:9]=1[N:10]1[CH:14]=[CH:13][CH:12]=[CH:11]1)[C:5]#[N:6].Cl[C:16](Cl)([O:18]C(=O)OC(Cl)(Cl)Cl)Cl. (4) Given the product [Br:23][C:18]1[S:17][C:16]([C:20]([OH:22])=[O:21])=[C:15]([Cl:14])[CH:19]=1, predict the reactants needed to synthesize it. The reactants are: [Li]CCCC.[Li+].CC([N-]C(C)C)C.[Cl:14][C:15]1[CH:19]=[CH:18][S:17][C:16]=1[C:20]([OH:22])=[O:21].[Br:23]CCBr.Cl. (5) Given the product [CH2:1]([O:3][C:4](=[O:17])[C:5]([CH3:6])([O:8][C:9]1[CH:14]=[CH:13][C:12]([O:15][CH2:25][C:24]2[C:19]([CH3:18])=[N:20][C:21]([C:31]3[CH:32]=[CH:33][C:34]([O:37][C:38]([F:40])([F:39])[F:41])=[CH:35][CH:36]=3)=[CH:22][C:23]=2[C:27]([F:28])([F:30])[F:29])=[CH:11][C:10]=1[CH3:16])[CH3:7])[CH3:2], predict the reactants needed to synthesize it. The reactants are: [CH2:1]([O:3][C:4](=[O:17])[C:5]([O:8][C:9]1[CH:14]=[CH:13][C:12]([OH:15])=[CH:11][C:10]=1[CH3:16])([CH3:7])[CH3:6])[CH3:2].[CH3:18][C:19]1[C:24]([CH2:25]O)=[C:23]([C:27]([F:30])([F:29])[F:28])[CH:22]=[C:21]([C:31]2[CH:36]=[CH:35][C:34]([O:37][C:38]([F:41])([F:40])[F:39])=[CH:33][CH:32]=2)[N:20]=1.C(P(CCCC)CCCC)CCC.CN(C)C(N=NC(N(C)C)=O)=O.